From a dataset of Reaction yield outcomes from USPTO patents with 853,638 reactions. Predict the reaction yield, written as a fraction of the theoretical maximum amount of product (1.0 means a 100% yield; for example, 0.34 means a 34% yield). (1) The reactants are [Cl:1][C:2]1[CH:3]=[C:4]([C:8](=[N:20]O)[CH2:9][C:10]2[CH:15]=[CH:14][C:13]([C:16]([F:19])([F:18])[F:17])=[CH:12][N:11]=2)[CH:5]=[CH:6][CH:7]=1.CS(Cl)(=O)=O.C(N(CC)CC)C. The catalyst is COCCOC. The product is [Cl:1][C:2]1[CH:3]=[C:4]([C:8]2[CH:9]=[C:10]3[CH:15]=[CH:14][C:13]([C:16]([F:19])([F:18])[F:17])=[CH:12][N:11]3[N:20]=2)[CH:5]=[CH:6][CH:7]=1. The yield is 0.910. (2) The reactants are C(OC([N:8]([C:36]1[CH:41]=[CH:40][C:39]([O:42][CH3:43])=[CH:38][N:37]=1)[CH2:9][CH2:10][CH2:11][O:12][C:13]1[CH:35]=[CH:34][C:16]([CH2:17][C@@H:18]([C:30]([O:32][CH3:33])=[O:31])[NH:19][C:20]([C:22]2[C:27]([Cl:28])=[CH:26][CH:25]=[CH:24][C:23]=2[Cl:29])=[O:21])=[CH:15][CH:14]=1)=O)(C)(C)C.C(O)(C(F)(F)F)=O. The catalyst is C(Cl)Cl. The product is [Cl:29][C:23]1[CH:24]=[CH:25][CH:26]=[C:27]([Cl:28])[C:22]=1[C:20]([NH:19][C@H:18]([C:30]([O:32][CH3:33])=[O:31])[CH2:17][C:16]1[CH:34]=[CH:35][C:13]([O:12][CH2:11][CH2:10][CH2:9][NH:8][C:36]2[CH:41]=[CH:40][C:39]([O:42][CH3:43])=[CH:38][N:37]=2)=[CH:14][CH:15]=1)=[O:21]. The yield is 1.00. (3) The product is [OH:36][N:35]=[CH:1][C:3]1[O:4][C:5]2[C:10]([C:11](=[O:13])[CH:12]=1)=[CH:9][CH:8]=[CH:7][C:6]=2[NH:14][C:15](=[O:33])[C:16]1[CH:21]=[CH:20][C:19]([O:22][CH2:23][CH2:24][CH2:25][CH2:26][C:27]2[CH:32]=[CH:31][CH:30]=[CH:29][CH:28]=2)=[CH:18][CH:17]=1. The catalyst is C(O)C. The yield is 1.00. The reactants are [CH:1]([C:3]1[O:4][C:5]2[C:10]([C:11](=[O:13])[CH:12]=1)=[CH:9][CH:8]=[CH:7][C:6]=2[NH:14][C:15](=[O:33])[C:16]1[CH:21]=[CH:20][C:19]([O:22][CH2:23][CH2:24][CH2:25][CH2:26][C:27]2[CH:32]=[CH:31][CH:30]=[CH:29][CH:28]=2)=[CH:18][CH:17]=1)=O.Cl.[NH2:35][OH:36].C(N(CC)CC)C.